From a dataset of Forward reaction prediction with 1.9M reactions from USPTO patents (1976-2016). Predict the product of the given reaction. (1) Given the reactants Br[C:2]1[CH:7]=[CH:6][C:5]([O:8][CH3:9])=[CH:4][C:3]=1[CH2:10][CH3:11].[C:12]([O:16][C:17]([N:19]1[CH2:24][CH2:23][NH:22][CH2:21][CH2:20]1)=[O:18])([CH3:15])([CH3:14])[CH3:13].P.CC(C)([O-])C.[Na+], predict the reaction product. The product is: [C:12]([O:16][C:17]([N:19]1[CH2:24][CH2:23][N:22]([C:2]2[CH:7]=[CH:6][C:5]([O:8][CH3:9])=[CH:4][C:3]=2[CH2:10][CH3:11])[CH2:21][CH2:20]1)=[O:18])([CH3:15])([CH3:13])[CH3:14]. (2) Given the reactants [F:1][C:2]([F:37])([F:36])[C:3]1[CH:4]=[C:5]([CH:29]=[C:30]([C:32]([F:35])([F:34])[F:33])[CH:31]=1)[CH2:6][N:7]([CH2:15][C:16]1[CH:24]=[C:23]([C:25]([F:28])([F:27])[F:26])[CH:22]=[CH:21]C=1C(O)=O)[C:8]1[N:13]=[CH:12][C:11]([Br:14])=[CH:10][N:9]=1.[CH2:38]([NH:40][CH2:41][CH2:42][C:43]([O:45][C:46]([CH3:49])([CH3:48])[CH3:47])=[O:44])[CH3:39].[OH2:50].O.ON1[C:57]2C=CC=C[C:56]=2N=N1.Cl.C(N=C=NCCCN(C)C)C, predict the reaction product. The product is: [F:37][C:2]([F:1])([F:36])[C:3]1[CH:4]=[C:5]([CH:29]=[C:30]([C:32]([F:35])([F:34])[F:33])[CH:31]=1)[CH2:6][N:7]([CH2:15][C:16]1[CH:24]=[C:23]([C:25]([F:28])([F:27])[F:26])[CH:22]=[CH:21][C:39]=1[C:38]([N:40]([CH2:56][CH3:57])[CH2:41][CH2:42][C:43]([O:45][C:46]([CH3:48])([CH3:47])[CH3:49])=[O:44])=[O:50])[C:8]1[N:13]=[CH:12][C:11]([Br:14])=[CH:10][N:9]=1. (3) The product is: [SH:17][C@H:15]1[CH2:14][N:13]([S:18]([C:21]2[CH:30]=[CH:29][C:28]3[C:23](=[CH:24][CH:25]=[CH:26][CH:27]=3)[CH:22]=2)(=[O:19])=[O:20])[C@H:12]([CH2:11][NH:10][C:8](=[O:9])[C:7]2[CH:6]=[CH:5][C:4]([C:3]([OH:33])=[O:2])=[CH:32][CH:31]=2)[CH2:16]1. Given the reactants C[O:2][C:3](=[O:33])[C:4]1[CH:32]=[CH:31][C:7]([C:8]([NH:10][CH2:11][C@@H:12]2[CH2:16][C@@H:15]([SH:17])[CH2:14][N:13]2[S:18]([C:21]2[CH:30]=[CH:29][C:28]3[C:23](=[CH:24][CH:25]=[CH:26][CH:27]=3)[CH:22]=2)(=[O:20])=[O:19])=[O:9])=[CH:6][CH:5]=1.[Li+].[OH-].OS([O-])(=O)=O.[K+], predict the reaction product. (4) Given the reactants [CH3:1][C:2]1[S:3][CH:4]=[C:5]([C:7]([NH:9][C:10]2[CH:18]=[C:17]([Sn](C)(C)C)[CH:16]=[C:15]3[C:11]=2[CH:12]=[N:13][N:14]3S(C2C=CC=CC=2)(=O)=O)=[O:8])[N:6]=1.Br[C:33]1[CH:34]=[C:35]([NH2:39])[CH:36]=[N:37][CH:38]=1.C(O)(C(F)(F)F)=O, predict the reaction product. The product is: [NH2:39][C:35]1[CH:34]=[C:33]([C:17]2[CH:16]=[C:15]3[C:11]([CH:12]=[N:13][NH:14]3)=[C:10]([NH:9][C:7]([C:5]3[N:6]=[C:2]([CH3:1])[S:3][CH:4]=3)=[O:8])[CH:18]=2)[CH:38]=[N:37][CH:36]=1. (5) Given the reactants N#N.[CH3:3][C:4]1[O:5][C:6]([C:12]2[CH:13]=[C:14]([CH3:18])[CH:15]=[CH:16][CH:17]=2)=[C:7]([C:9]([OH:11])=O)[N:8]=1.C1C=CC2N(O)N=NC=2C=1.C(Cl)CCl.CCN(C(C)C)C(C)C.[CH3:42][O:43][C:44]([C:47]1[N:48]=[C:49]([CH2:52][N:53]2[N:57]=[C:56]([NH2:58])[CH:55]=[N:54]2)[O:50][CH:51]=1)([CH3:46])[CH3:45], predict the reaction product. The product is: [CH3:42][O:43][C:44]([C:47]1[N:48]=[C:49]([CH2:52][N:53]2[N:57]=[C:56]([NH:58][C:9]([C:7]3[N:8]=[C:4]([CH3:3])[O:5][C:6]=3[C:12]3[CH:13]=[C:14]([CH3:18])[CH:15]=[CH:16][CH:17]=3)=[O:11])[CH:55]=[N:54]2)[O:50][CH:51]=1)([CH3:46])[CH3:45]. (6) Given the reactants O=[C:2]([N:18]1[CH2:22][CH2:21][CH2:20][CH2:19]1)[CH2:3][O:4][CH:5]1[CH2:10][CH2:9][N:8]([C:11]([O:13][C:14]([CH3:17])([CH3:16])[CH3:15])=[O:12])[CH2:7][CH2:6]1, predict the reaction product. The product is: [N:18]1([CH2:2][CH2:3][O:4][CH:5]2[CH2:6][CH2:7][N:8]([C:11]([O:13][C:14]([CH3:17])([CH3:16])[CH3:15])=[O:12])[CH2:9][CH2:10]2)[CH2:22][CH2:21][CH2:20][CH2:19]1. (7) Given the reactants [CH3:1][C:2]([OH:7])([CH2:4][CH:5]=[CH2:6])[CH3:3].[CH:8]12[BH:16][CH:12]([CH2:13][CH2:14][CH2:15]1)[CH2:11][CH2:10][CH2:9]2, predict the reaction product. The product is: [CH:12]12[B:16]([CH2:6][CH2:5][CH2:4][C:2]([CH3:3])([OH:7])[CH3:1])[CH:8]([CH2:15][CH2:14][CH2:13]1)[CH2:9][CH2:10][CH2:11]2. (8) Given the reactants [S:1]1[C:8]2[CH:7]=[C:6]([C:9]([O:11][CH3:12])=[O:10])[NH:5][C:4]=2[CH:3]=[CH:2]1.Br[CH2:14][C:15]1[C:24]2[C:19](=[CH:20][CH:21]=[C:22]([F:25])[CH:23]=2)[CH:18]=[CH:17][CH:16]=1, predict the reaction product. The product is: [CH3:12][O:11][C:9]([C:6]1[N:5]([CH2:14][C:15]2[C:24]3[C:19](=[CH:20][CH:21]=[C:22]([F:25])[CH:23]=3)[CH:18]=[CH:17][CH:16]=2)[C:4]2[CH:3]=[CH:2][S:1][C:8]=2[CH:7]=1)=[O:10]. (9) Given the reactants [CH:1]1([CH2:6][N:7]2[C:11]3=[N:12][C:13]([C:16]4[CH:25]=[CH:24][CH:23]=[C:22]5[C:17]=4[CH:18]=[CH:19][CH:20]=[N:21]5)=[CH:14][N:15]=[C:10]3[NH:9][C:8]2=[O:26])[CH2:5][CH2:4][CH2:3][CH2:2]1.Cl.[CH:28]1(CN)CCCC1.C(N(CC)CC)C, predict the reaction product. The product is: [CH:1]1([CH:6]([N:7]2[C:11]3=[N:12][C:13]([C:16]4[CH:25]=[CH:24][CH:23]=[C:22]5[C:17]=4[CH:18]=[CH:19][CH:20]=[N:21]5)=[CH:14][N:15]=[C:10]3[NH:9][C:8]2=[O:26])[CH3:28])[CH2:2][CH2:3][CH2:4][CH2:5]1.